This data is from Full USPTO retrosynthesis dataset with 1.9M reactions from patents (1976-2016). The task is: Predict the reactants needed to synthesize the given product. (1) Given the product [CH3:2][C:3]([CH3:37])([CH3:36])[CH2:4][C:5]1[N:6]=[C:7]([CH:16]([C:17]2([C:23]3[CH:28]=[CH:27][C:26]([C:29]4[CH:34]=[CH:33][CH:32]=[CH:31][N:30]=4)=[CH:25][CH:24]=3)[S:18][CH2:19][CH2:20][CH2:21][S:22]2)[OH:35])[NH:8][CH:9]=1, predict the reactants needed to synthesize it. The reactants are: Cl.[CH3:2][C:3]([CH3:37])([CH3:36])[CH2:4][C:5]1[N:6]=[C:7]([CH:16]([OH:35])[C:17]2([C:23]3[CH:28]=[CH:27][C:26]([C:29]4[CH:34]=[CH:33][CH:32]=[CH:31][N:30]=4)=[CH:25][CH:24]=3)[S:22][CH2:21][CH2:20][CH2:19][S:18]2)[N:8](S(N(C)C)(=O)=O)[CH:9]=1. (2) Given the product [C:22]([C:21]1[CH:20]=[CH:19][C:18]([NH:17][C:4]2[N:5]=[C:6]([CH2:8][C:9]3[C:14]([Cl:15])=[CH:13][CH:12]=[CH:11][C:10]=3[Cl:16])[N:7]=[C:2]([NH:26][CH2:27][C:28]([NH2:30])=[O:29])[N:3]=2)=[CH:25][CH:24]=1)#[N:23], predict the reactants needed to synthesize it. The reactants are: Cl[C:2]1[N:7]=[C:6]([CH2:8][C:9]2[C:14]([Cl:15])=[CH:13][CH:12]=[CH:11][C:10]=2[Cl:16])[N:5]=[C:4]([NH:17][C:18]2[CH:25]=[CH:24][C:21]([C:22]#[N:23])=[CH:20][CH:19]=2)[N:3]=1.[NH2:26][CH2:27][C:28]([NH2:30])=[O:29].C(N(CC)C(C)C)(C)C. (3) Given the product [Br:9][C:6]1[N:2]([CH3:1])[C:3]([CH2:7][OH:8])=[N:4][CH:5]=1, predict the reactants needed to synthesize it. The reactants are: [CH3:1][N:2]1[CH:6]=[CH:5][N:4]=[C:3]1[CH2:7][OH:8].[Br:9]N1C(=O)CCC1=O. (4) Given the product [C:40]([O:39][C:38]([NH:37][C@H:32]1[CH2:33][CH2:34][CH2:35][CH2:36][C@H:31]1[NH:30][C:2]1[CH:11]=[C:10]([C:12]#[N:13])[C:5]([C:6]([O:8][CH3:9])=[O:7])=[C:4]([NH:14][C:15]2[CH:20]=[CH:19][C:18]([F:21])=[C:17]([CH3:22])[CH:16]=2)[N:3]=1)=[O:44])([CH3:43])([CH3:41])[CH3:42], predict the reactants needed to synthesize it. The reactants are: Cl[C:2]1[CH:11]=[C:10]([C:12]#[N:13])[C:5]([C:6]([O:8][CH3:9])=[O:7])=[C:4]([NH:14][C:15]2[CH:20]=[CH:19][C:18]([F:21])=[C:17]([CH3:22])[CH:16]=2)[N:3]=1.CCN(CC)CC.[NH2:30][C@@H:31]1[CH2:36][CH2:35][CH2:34][CH2:33][C@@H:32]1[NH:37][C:38](=[O:44])[O:39][C:40]([CH3:43])([CH3:42])[CH3:41].O. (5) Given the product [C:1]([O:5][C:6](=[O:29])[NH:7][C@@H:8]([CH2:21][C:22]1[CH:27]=[CH:26][CH:25]=[C:24]([O:28][CH2:32][CH:31]=[CH2:30])[CH:23]=1)[C@@H:9]([OH:20])[CH2:10][C@H:11]([C:13](=[O:19])[NH:14][CH2:15][CH2:16][CH2:17][CH3:18])[CH3:12])([CH3:3])([CH3:4])[CH3:2], predict the reactants needed to synthesize it. The reactants are: [C:1]([O:5][C:6](=[O:29])[NH:7][C@@H:8]([CH2:21][C:22]1[CH:27]=[CH:26][CH:25]=[C:24]([OH:28])[CH:23]=1)[C@@H:9]([OH:20])[CH2:10][C@H:11]([C:13](=[O:19])[NH:14][CH2:15][CH2:16][CH2:17][CH3:18])[CH3:12])([CH3:4])([CH3:3])[CH3:2].[CH2:30](Br)[CH:31]=[CH2:32].O.[I-].[K+].